Task: Predict the product of the given reaction.. Dataset: Forward reaction prediction with 1.9M reactions from USPTO patents (1976-2016) Given the reactants I[C:2]1[C:10]2[C:5](=[N:6][CH:7]=[C:8]([C:11]3[CH:16]=[CH:15][C:14]([N:17]4[CH2:22][CH2:21][N:20]([C:23]([O:25][C:26]([CH3:29])([CH3:28])[CH3:27])=[O:24])[CH2:19][CH2:18]4)=[CH:13][CH:12]=3)[CH:9]=2)[N:4]([S:30]([C:33]2[CH:39]=[CH:38][C:36]([CH3:37])=[CH:35][CH:34]=2)(=[O:32])=[O:31])[CH:3]=1.[CH2:40]([O:42][C:43]1[CH:44]=[C:45]([CH:63]=[CH:64][CH:65]=1)[CH2:46][N:47]1[C:51]([CH3:52])=[C:50](B2OC(C)(C)C(C)(C)O2)[C:49]([CH3:62])=[N:48]1)[CH3:41].C(=O)([O-])[O-].[Na+].[Na+], predict the reaction product. The product is: [CH2:40]([O:42][C:43]1[CH:44]=[C:45]([CH:63]=[CH:64][CH:65]=1)[CH2:46][N:47]1[C:51]([CH3:52])=[C:50]([C:2]2[C:10]3[C:5](=[N:6][CH:7]=[C:8]([C:11]4[CH:16]=[CH:15][C:14]([N:17]5[CH2:22][CH2:21][N:20]([C:23]([O:25][C:26]([CH3:29])([CH3:28])[CH3:27])=[O:24])[CH2:19][CH2:18]5)=[CH:13][CH:12]=4)[CH:9]=3)[N:4]([S:30]([C:33]3[CH:39]=[CH:38][C:36]([CH3:37])=[CH:35][CH:34]=3)(=[O:32])=[O:31])[CH:3]=2)[C:49]([CH3:62])=[N:48]1)[CH3:41].